From a dataset of Full USPTO retrosynthesis dataset with 1.9M reactions from patents (1976-2016). Predict the reactants needed to synthesize the given product. Given the product [CH3:24][C:21]1([CH3:25])[O:22][CH2:23][CH:18]([CH2:17][CH2:16][N:1]2[CH:8]=[CH:7][C:5](=[O:6])[NH:4][C:2]2=[O:3])[CH2:19][O:20]1, predict the reactants needed to synthesize it. The reactants are: [NH:1]1[CH:8]=[CH:7][C:5](=[O:6])[NH:4][C:2]1=[O:3].C(=O)([O-])[O-].[Cs+].[Cs+].Br[CH2:16][CH2:17][CH:18]1[CH2:23][O:22][C:21]([CH3:25])([CH3:24])[O:20][CH2:19]1.